Dataset: Acute oral toxicity (LD50) regression data from Zhu et al.. Task: Regression/Classification. Given a drug SMILES string, predict its toxicity properties. Task type varies by dataset: regression for continuous values (e.g., LD50, hERG inhibition percentage) or binary classification for toxic/non-toxic outcomes (e.g., AMES mutagenicity, cardiotoxicity, hepatotoxicity). Dataset: ld50_zhu. (1) The compound is Cc1c(CC(=O)O)c2ccccc2n1C(=O)c1ccccc1. The rat oral LD50 is 2.91, given as -log10 of the dose in mol/kg body weight (higher means more acutely toxic). (2) The drug is O=C(O)CCCCCCCl. The rat oral LD50 is 1.96, given as -log10 of the dose in mol/kg body weight (higher means more acutely toxic). (3) The drug is COc1nn(-c2ccccc2OC)c(=O)o1. The rat oral LD50 is 3.10, given as -log10 of the dose in mol/kg body weight (higher means more acutely toxic). (4) The compound is CCCCCCC(=O)O. The rat oral LD50 is 1.27, given as -log10 of the dose in mol/kg body weight (higher means more acutely toxic). (5) The compound is Fc1cc2nc(C(F)(F)F)[nH]c2cc1Cl. The rat oral LD50 is 4.44, given as -log10 of the dose in mol/kg body weight (higher means more acutely toxic). (6) The compound is Cl[Si](Cl)(Cl)C1CC=CCC1. The rat oral LD50 is 1.88, given as -log10 of the dose in mol/kg body weight (higher means more acutely toxic). (7) The compound is CC(C(=O)O)c1ccc(-c2ccccc2)c(F)c1. The rat oral LD50 is 3.44, given as -log10 of the dose in mol/kg body weight (higher means more acutely toxic).